Task: Predict the reactants needed to synthesize the given product.. Dataset: Full USPTO retrosynthesis dataset with 1.9M reactions from patents (1976-2016) (1) Given the product [CH2:35]([O:34][C:32]1[CH:31]=[C:17]([CH:16]=[C:15]([O:14][CH2:7][C:8]2[CH:9]=[CH:10][CH:11]=[CH:12][CH:13]=2)[CH:33]=1)[C:18]([NH:20][C:21]1[CH:26]=[CH:25][C:24]([C:27]2[NH:28][C:2](=[O:3])[O:30][N:29]=2)=[CH:23][N:22]=1)=[O:19])[C:36]1[CH:41]=[CH:40][CH:39]=[CH:38][CH:37]=1, predict the reactants needed to synthesize it. The reactants are: Cl[C:2](OCC)=[O:3].[CH2:7]([O:14][C:15]1[CH:16]=[C:17]([CH:31]=[C:32]([O:34][CH2:35][C:36]2[CH:41]=[CH:40][CH:39]=[CH:38][CH:37]=2)[CH:33]=1)[C:18]([NH:20][C:21]1[CH:26]=[CH:25][C:24]([C:27]([NH:29][OH:30])=[NH:28])=[CH:23][N:22]=1)=[O:19])[C:8]1[CH:13]=[CH:12][CH:11]=[CH:10][CH:9]=1. (2) Given the product [N:1]1[CH:6]=[CH:5][CH:4]=[C:3]([CH2:7][NH:8][C:9]([C:11]2[S:15][C:14]([C:16]3[CH:20]=[CH:19][N:18]([CH2:21][CH2:22][NH:23][C:30](=[O:31])[C:29]4[CH:33]=[CH:34][C:26]([F:25])=[CH:27][CH:28]=4)[N:17]=3)=[N:13][C:12]=2[CH3:24])=[O:10])[CH:2]=1, predict the reactants needed to synthesize it. The reactants are: [N:1]1[CH:6]=[CH:5][CH:4]=[C:3]([CH2:7][NH:8][C:9]([C:11]2[S:15][C:14]([C:16]3[CH:20]=[CH:19][N:18]([CH2:21][CH2:22][NH2:23])[N:17]=3)=[N:13][C:12]=2[CH3:24])=[O:10])[CH:2]=1.[F:25][C:26]1[CH:34]=[CH:33][C:29]([C:30](Cl)=[O:31])=[CH:28][CH:27]=1.C(N(CC)CC)C.